Dataset: NCI-60 drug combinations with 297,098 pairs across 59 cell lines. Task: Regression. Given two drug SMILES strings and cell line genomic features, predict the synergy score measuring deviation from expected non-interaction effect. (1) Drug 1: CNC(=O)C1=CC=CC=C1SC2=CC3=C(C=C2)C(=NN3)C=CC4=CC=CC=N4. Drug 2: COC1=C(C=C2C(=C1)N=CN=C2NC3=CC(=C(C=C3)F)Cl)OCCCN4CCOCC4. Cell line: NCIH23. Synergy scores: CSS=14.9, Synergy_ZIP=-4.68, Synergy_Bliss=-1.38, Synergy_Loewe=-3.02, Synergy_HSA=-2.07. (2) Synergy scores: CSS=50.2, Synergy_ZIP=5.53, Synergy_Bliss=6.72, Synergy_Loewe=-62.6, Synergy_HSA=5.98. Drug 1: CCC1=CC2CC(C3=C(CN(C2)C1)C4=CC=CC=C4N3)(C5=C(C=C6C(=C5)C78CCN9C7C(C=CC9)(C(C(C8N6C)(C(=O)OC)O)OC(=O)C)CC)OC)C(=O)OC.C(C(C(=O)O)O)(C(=O)O)O. Drug 2: C1CN(P(=O)(OC1)NCCCl)CCCl. Cell line: SK-OV-3. (3) Drug 1: CC1=C(C=C(C=C1)NC2=NC=CC(=N2)N(C)C3=CC4=NN(C(=C4C=C3)C)C)S(=O)(=O)N.Cl. Drug 2: C1=CC(=CC=C1CCC2=CNC3=C2C(=O)NC(=N3)N)C(=O)NC(CCC(=O)O)C(=O)O. Cell line: EKVX. Synergy scores: CSS=-1.23, Synergy_ZIP=0.397, Synergy_Bliss=-2.07, Synergy_Loewe=-6.20, Synergy_HSA=-4.60. (4) Cell line: SN12C. Drug 1: CC12CCC(CC1=CCC3C2CCC4(C3CC=C4C5=CN=CC=C5)C)O. Drug 2: CC12CCC3C(C1CCC2OP(=O)(O)O)CCC4=C3C=CC(=C4)OC(=O)N(CCCl)CCCl.[Na+]. Synergy scores: CSS=-1.37, Synergy_ZIP=2.68, Synergy_Bliss=-5.25, Synergy_Loewe=-4.73, Synergy_HSA=-4.60. (5) Drug 1: CC1=C(C=C(C=C1)NC2=NC=CC(=N2)N(C)C3=CC4=NN(C(=C4C=C3)C)C)S(=O)(=O)N.Cl. Drug 2: CC(C)(C#N)C1=CC(=CC(=C1)CN2C=NC=N2)C(C)(C)C#N. Cell line: IGROV1. Synergy scores: CSS=1.56, Synergy_ZIP=-0.732, Synergy_Bliss=-0.709, Synergy_Loewe=-0.495, Synergy_HSA=-0.406. (6) Drug 1: C1=CN(C=N1)CC(O)(P(=O)(O)O)P(=O)(O)O. Drug 2: C(CN)CNCCSP(=O)(O)O. Cell line: RPMI-8226. Synergy scores: CSS=-4.54, Synergy_ZIP=-0.855, Synergy_Bliss=-4.26, Synergy_Loewe=-0.968, Synergy_HSA=-7.75. (7) Drug 1: CC1=C(C=C(C=C1)NC2=NC=CC(=N2)N(C)C3=CC4=NN(C(=C4C=C3)C)C)S(=O)(=O)N.Cl. Drug 2: CN1CCC(CC1)COC2=C(C=C3C(=C2)N=CN=C3NC4=C(C=C(C=C4)Br)F)OC. Cell line: K-562. Synergy scores: CSS=54.4, Synergy_ZIP=-0.639, Synergy_Bliss=-1.12, Synergy_Loewe=-1.07, Synergy_HSA=-0.379. (8) Drug 1: C1=CC(=CC=C1CCC2=CNC3=C2C(=O)NC(=N3)N)C(=O)NC(CCC(=O)O)C(=O)O. Drug 2: CCC1(C2=C(COC1=O)C(=O)N3CC4=CC5=C(C=CC(=C5CN(C)C)O)N=C4C3=C2)O.Cl. Cell line: SF-539. Synergy scores: CSS=53.2, Synergy_ZIP=-1.81, Synergy_Bliss=-2.70, Synergy_Loewe=0.961, Synergy_HSA=2.04.